Predict the reactants needed to synthesize the given product. From a dataset of Full USPTO retrosynthesis dataset with 1.9M reactions from patents (1976-2016). Given the product [CH:1]1([C:6]2[CH:11]=[CH:10][C:9]([C:12]3[N:16]([CH3:17])[N:15]=[CH:14][CH:13]=3)=[CH:8][CH:7]=2)[CH2:2][CH2:3][CH2:4][CH2:5]1, predict the reactants needed to synthesize it. The reactants are: [C:1]1([C:6]2[CH:11]=[CH:10][C:9]([C:12]3[N:16]([CH3:17])[N:15]=[CH:14][CH:13]=3)=[CH:8][CH:7]=2)[CH2:5][CH2:4][CH2:3][CH:2]=1.